This data is from Full USPTO retrosynthesis dataset with 1.9M reactions from patents (1976-2016). The task is: Predict the reactants needed to synthesize the given product. (1) Given the product [O:15]1[CH:19]=[CH:18][CH:17]=[C:16]1[C:20]([N:6]1[CH:7]([C:25]2[C:26]3[C:31](=[CH:30][CH:29]=[CH:28][CH:27]=3)[NH:23][CH:24]=2)[C:8]2[C:13](=[CH:12][CH:11]=[CH:10][CH:9]=2)[C:14]2[CH:1]=[CH:2][CH:3]=[CH:4][C:5]1=2)=[O:21], predict the reactants needed to synthesize it. The reactants are: [CH:1]1[C:14]2[C:5](=[N:6][CH:7]=[C:8]3[C:13]=2[CH:12]=[CH:11][CH:10]=[CH:9]3)[CH:4]=[CH:3][CH:2]=1.[O:15]1[CH:19]=[CH:18][CH:17]=[C:16]1[C:20](Cl)=[O:21].[NH:23]1[C:31]2[C:26](=[CH:27][CH:28]=[CH:29][CH:30]=2)[CH:25]=[CH:24]1. (2) Given the product [CH2:14]([O:13][CH2:12][CH2:11][CH2:10][N:3]1[CH:7]=[CH:6][C:5]([NH2:8])=[N:4]1)[C:15]1[CH:20]=[CH:19][CH:18]=[CH:17][CH:16]=1, predict the reactants needed to synthesize it. The reactants are: [H-].[Na+].[NH:3]1[CH:7]=[CH:6][C:5]([NH2:8])=[N:4]1.Br[CH2:10][CH2:11][CH2:12][O:13][CH2:14][C:15]1[CH:20]=[CH:19][CH:18]=[CH:17][CH:16]=1.C(=O)(O)[O-].[Na+]. (3) Given the product [Cl:20][C:21]1[CH:26]=[C:25]2[C:24](=[CH:23][C:22]=1[Cl:31])[N:14]1[CH2:15][CH2:16][NH:11][CH2:12][C@@H:13]1[C:17](=[O:19])[NH:27]2, predict the reactants needed to synthesize it. The reactants are: C([N:11]1[CH2:16][CH2:15][NH:14][C@@H:13]([C:17]([OH:19])=O)[CH2:12]1)(OCC1C=CC=CC=1)=O.[Cl:20][C:21]1[CH:26]=[C:25]([N+:27]([O-])=O)[CH:24]=[C:23](F)[C:22]=1[Cl:31].O.CN(C)C=O. (4) Given the product [Br:1][CH2:2][CH2:3][CH2:4][CH2:5][O:6][CH:8]1[CH2:9][CH2:10][CH2:11][CH2:12][O:7]1, predict the reactants needed to synthesize it. The reactants are: [Br:1][CH2:2][CH2:3][CH2:4][CH2:5][OH:6].[O:7]1[CH:12]=[CH:11][CH2:10][CH2:9][CH2:8]1.CC1C=CC(S(O)(=O)=O)=CC=1. (5) Given the product [NH2:8][C:6]1[CH:5]=[CH:4][C:3]([N:11]2[C:20]3[C:15](=[CH:16][C:17]([F:38])=[C:18]([N:21]4[CH2:22][CH2:23][N:24]([CH2:27][C:28]([C:30]5[CH:31]=[CH:32][C:33]([O:36][CH3:37])=[CH:34][CH:35]=5)=[O:29])[CH2:25][CH2:26]4)[CH:19]=3)[C:14](=[O:39])[C:13]([C:40]([OH:42])=[O:41])=[CH:12]2)=[C:2]([F:1])[CH:7]=1, predict the reactants needed to synthesize it. The reactants are: [F:1][C:2]1[CH:7]=[C:6]([N+:8]([O-])=O)[CH:5]=[CH:4][C:3]=1[N:11]1[C:20]2[C:15](=[CH:16][C:17]([F:38])=[C:18]([N:21]3[CH2:26][CH2:25][N:24]([CH2:27][C:28]([C:30]4[CH:35]=[CH:34][C:33]([O:36][CH3:37])=[CH:32][CH:31]=4)=[O:29])[CH2:23][CH2:22]3)[CH:19]=2)[C:14](=[O:39])[C:13]([C:40]([OH:42])=[O:41])=[CH:12]1. (6) Given the product [Br:1][C:2]1[CH:3]=[C:4](/[CH:9]=[CH:10]/[C:11]([NH:13][C:14]2([C:20]([NH:22][CH2:23][CH2:24][C:25]3[C:33]4[C:28](=[CH:29][CH:30]=[C:31]([F:34])[CH:32]=4)[NH:27][CH:26]=3)=[O:21])[CH2:19][CH2:43][CH:42]([C:40]([NH2:39])=[O:41])[CH2:16][CH2:15]2)=[O:12])[CH:5]=[CH:6][C:7]=1[F:8], predict the reactants needed to synthesize it. The reactants are: [Br:1][C:2]1[CH:3]=[C:4](/[CH:9]=[CH:10]/[C:11]([NH:13][C:14]2([C:20]([NH:22][CH2:23][CH2:24][C:25]3[C:33]4[C:28](=[CH:29][CH:30]=[C:31]([F:34])[CH:32]=4)[NH:27][CH:26]=3)=[O:21])[CH2:19]CN[CH2:16][CH2:15]2)=[O:12])[CH:5]=[CH:6][C:7]=1[F:8].C[Si]([N:39]=[C:40]=[O:41])(C)C.[CH3:42][CH:43](O)C. (7) Given the product [N+:9]([C:7]1[CH:6]=[CH:5][C:3]([NH2:4])=[C:2]([C:13]#[C:12][C:14]2[CH:19]=[CH:18][CH:17]=[CH:16][CH:15]=2)[CH:8]=1)([O-:11])=[O:10], predict the reactants needed to synthesize it. The reactants are: Br[C:2]1[CH:8]=[C:7]([N+:9]([O-:11])=[O:10])[CH:6]=[CH:5][C:3]=1[NH2:4].[C:12]([C:14]1[CH:19]=[CH:18][CH:17]=[CH:16][CH:15]=1)#[CH:13]. (8) Given the product [F:22][C:10]1[C:11]2[C:12](=[O:21])[C:13]3[C:18](=[CH:17][CH:16]=[CH:15][CH:14]=3)[S:19][C:20]=2[C:7]([B:25]2[O:29][C:28]([CH3:31])([CH3:30])[C:27]([CH3:33])([CH3:32])[O:26]2)=[CH:8][CH:9]=1, predict the reactants needed to synthesize it. The reactants are: FC(F)(F)S(O[C:7]1[C:20]2[S:19][C:18]3[C:13](=[CH:14][CH:15]=[CH:16][CH:17]=3)[C:12](=[O:21])[C:11]=2[C:10]([F:22])=[CH:9][CH:8]=1)(=O)=O.[B:25]1([B:25]2[O:29][C:28]([CH3:31])([CH3:30])[C:27]([CH3:33])([CH3:32])[O:26]2)[O:29][C:28]([CH3:31])([CH3:30])[C:27]([CH3:33])([CH3:32])[O:26]1.C([O-])(=O)C.[K+].N#N.